From a dataset of Full USPTO retrosynthesis dataset with 1.9M reactions from patents (1976-2016). Predict the reactants needed to synthesize the given product. Given the product [NH2:1][C:4]1[CH:5]=[C:6]([C:10]2[CH:15]=[CH:14][N:13]=[C:12]([NH:16][CH2:17][CH2:18][C:19]3[CH:24]=[CH:23][C:22]([O:25][CH3:26])=[C:21]([O:27][CH3:28])[CH:20]=3)[N:11]=2)[CH:7]=[CH:8][CH:9]=1, predict the reactants needed to synthesize it. The reactants are: [N+:1]([C:4]1[CH:5]=[C:6]([C:10]2[CH:15]=[CH:14][N:13]=[C:12]([NH:16][CH2:17][CH2:18][C:19]3[CH:24]=[CH:23][C:22]([O:25][CH3:26])=[C:21]([O:27][CH3:28])[CH:20]=3)[N:11]=2)[CH:7]=[CH:8][CH:9]=1)([O-])=O.[H][H].